This data is from Forward reaction prediction with 1.9M reactions from USPTO patents (1976-2016). The task is: Predict the product of the given reaction. (1) Given the reactants [F:1][C:2]1[CH:3]=[CH:4][C:5]([N:8]2[CH:12]=[C:11]([CH2:13][CH2:14][NH:15][C:16](=[O:29])[C:17]3[CH:22]=[C:21]([CH3:23])[CH:20]=[CH:19][C:18]=3[N:24]3[N:28]=[CH:27][CH:26]=[N:25]3)[N:10]=[CH:9]2)=[N:6][CH:7]=1.[CH2:30](I)[CH3:31], predict the reaction product. The product is: [CH2:30]([N:15]([CH2:14][CH2:13][C:11]1[N:10]=[CH:9][N:8]([C:5]2[CH:4]=[CH:3][C:2]([F:1])=[CH:7][N:6]=2)[CH:12]=1)[C:16](=[O:29])[C:17]1[CH:22]=[C:21]([CH3:23])[CH:20]=[CH:19][C:18]=1[N:24]1[N:28]=[CH:27][CH:26]=[N:25]1)[CH3:31]. (2) Given the reactants [O:1]=[C:2]([C:8]1[S:9][CH:10]=[CH:11][CH:12]=1)[C:3]([O:5][CH2:6][CH3:7])=[O:4].[BH4-].[Na+], predict the reaction product. The product is: [OH:1][CH:2]([C:8]1[S:9][CH:10]=[CH:11][CH:12]=1)[C:3]([O:5][CH2:6][CH3:7])=[O:4]. (3) The product is: [Cl:23][C:20]1[CH:19]=[CH:18][C:17]([N:7]2[CH2:8][C@@H:9]([CH3:16])[C:10]3=[N:14][N:13]=[C:12]([CH3:15])[N:11]3[C:5]3[CH:4]=[CH:3][C:2]([N:27]4[C:26]([CH3:25])=[N:30][CH:29]=[N:28]4)=[CH:24][C:6]2=3)=[CH:22][CH:21]=1.[Cl:23][C:20]1[CH:19]=[CH:18][C:17]([N:7]2[CH2:8][C@@H:9]([CH3:16])[C:10]3=[N:14][N:13]=[C:12]([CH3:15])[N:11]3[C:5]3[CH:4]=[CH:3][C:2]([N:28]4[CH:29]=[N:30][C:26]([CH3:25])=[N:27]4)=[CH:24][C:6]2=3)=[CH:22][CH:21]=1. Given the reactants Br[C:2]1[CH:3]=[CH:4][C:5]2[N:11]3[C:12]([CH3:15])=[N:13][N:14]=[C:10]3[C@H:9]([CH3:16])[CH2:8][N:7]([C:17]3[CH:22]=[CH:21][C:20]([Cl:23])=[CH:19][CH:18]=3)[C:6]=2[CH:24]=1.[CH3:25][C:26]1[N:30]=[CH:29][NH:28][N:27]=1.N1C2C(=CC=C3C=2N=CC=C3)C=CC=1.C(=O)([O-])[O-].[Cs+].[Cs+], predict the reaction product.